From a dataset of NCI-60 drug combinations with 297,098 pairs across 59 cell lines. Regression. Given two drug SMILES strings and cell line genomic features, predict the synergy score measuring deviation from expected non-interaction effect. (1) Drug 1: C1=CC(=CC=C1C#N)C(C2=CC=C(C=C2)C#N)N3C=NC=N3. Drug 2: CC1=CC=C(C=C1)C2=CC(=NN2C3=CC=C(C=C3)S(=O)(=O)N)C(F)(F)F. Cell line: NCI-H522. Synergy scores: CSS=-0.255, Synergy_ZIP=0.00262, Synergy_Bliss=-0.219, Synergy_Loewe=-5.76, Synergy_HSA=-5.46. (2) Cell line: SK-MEL-28. Drug 2: CC12CCC3C(C1CCC2OP(=O)(O)O)CCC4=C3C=CC(=C4)OC(=O)N(CCCl)CCCl.[Na+]. Drug 1: C1CC(=O)NC(=O)C1N2CC3=C(C2=O)C=CC=C3N. Synergy scores: CSS=-6.95, Synergy_ZIP=-2.65, Synergy_Bliss=-10.8, Synergy_Loewe=-9.33, Synergy_HSA=-9.80. (3) Drug 1: C1=NC2=C(N1)C(=S)N=C(N2)N. Drug 2: C1C(C(OC1N2C=C(C(=O)NC2=O)F)CO)O. Cell line: DU-145. Synergy scores: CSS=53.4, Synergy_ZIP=-10.9, Synergy_Bliss=-9.13, Synergy_Loewe=-2.49, Synergy_HSA=-0.515. (4) Drug 1: CC1C(C(=O)NC(C(=O)N2CCCC2C(=O)N(CC(=O)N(C(C(=O)O1)C(C)C)C)C)C(C)C)NC(=O)C3=C4C(=C(C=C3)C)OC5=C(C(=O)C(=C(C5=N4)C(=O)NC6C(OC(=O)C(N(C(=O)CN(C(=O)C7CCCN7C(=O)C(NC6=O)C(C)C)C)C)C(C)C)C)N)C. Synergy scores: CSS=24.3, Synergy_ZIP=-1.23, Synergy_Bliss=1.55, Synergy_Loewe=-17.9, Synergy_HSA=-4.54. Drug 2: C1C(C(OC1N2C=NC(=NC2=O)N)CO)O. Cell line: U251. (5) Drug 1: C1=CC(=C2C(=C1NCCNCCO)C(=O)C3=C(C=CC(=C3C2=O)O)O)NCCNCCO. Drug 2: CN(C)C1=NC(=NC(=N1)N(C)C)N(C)C. Cell line: OVCAR-4. Synergy scores: CSS=21.6, Synergy_ZIP=-2.14, Synergy_Bliss=1.30, Synergy_Loewe=-69.2, Synergy_HSA=-1.63. (6) Drug 1: CCC(=C(C1=CC=CC=C1)C2=CC=C(C=C2)OCCN(C)C)C3=CC=CC=C3.C(C(=O)O)C(CC(=O)O)(C(=O)O)O. Drug 2: CC1C(C(CC(O1)OC2CC(OC(C2O)C)OC3=CC4=CC5=C(C(=O)C(C(C5)C(C(=O)C(C(C)O)O)OC)OC6CC(C(C(O6)C)O)OC7CC(C(C(O7)C)O)OC8CC(C(C(O8)C)O)(C)O)C(=C4C(=C3C)O)O)O)O. Cell line: CAKI-1. Synergy scores: CSS=55.3, Synergy_ZIP=13.1, Synergy_Bliss=9.03, Synergy_Loewe=-23.7, Synergy_HSA=12.3. (7) Drug 1: C1CC(C1)(C(=O)O)C(=O)O.[NH2-].[NH2-].[Pt+2]. Drug 2: COC1=C2C(=CC3=C1OC=C3)C=CC(=O)O2. Cell line: HL-60(TB). Synergy scores: CSS=62.2, Synergy_ZIP=3.34, Synergy_Bliss=1.87, Synergy_Loewe=-9.69, Synergy_HSA=0.604.